From a dataset of Full USPTO retrosynthesis dataset with 1.9M reactions from patents (1976-2016). Predict the reactants needed to synthesize the given product. (1) Given the product [CH3:15][C:12]1[S:13][CH:14]=[C:10]([C:1]2[CH:6]=[CH:5][CH:4]=[CH:3][CH:2]=2)[CH:11]=1, predict the reactants needed to synthesize it. The reactants are: [C:1]1([Mg]Br)[CH:6]=[CH:5][CH:4]=[CH:3][CH:2]=1.Br[C:10]1[CH:11]=[C:12]([CH3:15])[S:13][CH:14]=1.[NH4+].[Cl-]. (2) Given the product [C:1]([C:5]1[NH:10][C:9](=[O:11])[C:8]([CH2:13][N:14]2[C:19](=[O:20])[C:18]([O:21][C:22]3[CH:23]=[C:24]([CH:27]=[C:28]([Cl:30])[CH:29]=3)[C:25]#[N:26])=[C:17]([C:31]([F:33])([F:34])[F:32])[N:16]=[CH:15]2)=[CH:7][N:6]=1)([CH3:4])([CH3:2])[CH3:3], predict the reactants needed to synthesize it. The reactants are: [C:1]([C:5]1[N:10]=[C:9]([O:11]C)[C:8]([CH2:13][N:14]2[C:19](=[O:20])[C:18]([O:21][C:22]3[CH:23]=[C:24]([CH:27]=[C:28]([Cl:30])[CH:29]=3)[C:25]#[N:26])=[C:17]([C:31]([F:34])([F:33])[F:32])[N:16]=[CH:15]2)=[CH:7][N:6]=1)([CH3:4])([CH3:3])[CH3:2].C[Si](Cl)(C)C. (3) The reactants are: [Si:1]([O:18][C:19]1[CH:24]=[CH:23][C:22](C(=O)C)=[CH:21][C:20]=1[F:28])([C:14]([CH3:17])([CH3:16])[CH3:15])([C:8]1[CH:13]=[CH:12][CH:11]=[CH:10][CH:9]=1)[C:2]1[CH:7]=[CH:6][CH:5]=[CH:4][CH:3]=1.ClC1C=[C:32](C=CC=1)[C:33]([O:35]O)=[O:34]. Given the product [C:33]([O:35][C:22]1[CH:23]=[CH:24][C:19]([O:18][Si:1]([C:14]([CH3:16])([CH3:17])[CH3:15])([C:2]2[CH:3]=[CH:4][CH:5]=[CH:6][CH:7]=2)[C:8]2[CH:9]=[CH:10][CH:11]=[CH:12][CH:13]=2)=[C:20]([F:28])[CH:21]=1)(=[O:34])[CH3:32], predict the reactants needed to synthesize it. (4) Given the product [NH2:29][CH2:25][C:21]1[C:20]([F:27])=[C:19]([CH:24]=[CH:23][CH:22]=1)[CH2:18][N:4]1[CH:5]=[CH:6][C:7]([O:8][CH2:9][C:10]2[CH:15]=[CH:14][C:13]([F:16])=[CH:12][C:11]=2[F:17])=[C:2]([Br:1])[C:3]1=[O:28], predict the reactants needed to synthesize it. The reactants are: [Br:1][C:2]1[C:3](=[O:28])[N:4]([CH2:18][C:19]2[CH:24]=[CH:23][CH:22]=[C:21]([CH2:25]Br)[C:20]=2[F:27])[CH:5]=[CH:6][C:7]=1[O:8][CH2:9][C:10]1[CH:15]=[CH:14][C:13]([F:16])=[CH:12][C:11]=1[F:17].[NH3:29]. (5) Given the product [Cl:13][C:14]1[CH:19]=[C:18]([N+:20]([O-:22])=[O:21])[CH:17]=[C:16]([Cl:23])[C:15]=1[S:1][C:2]1[S:3][C:4]2[CH:10]=[C:9]([C:11]#[N:12])[CH:8]=[CH:7][C:5]=2[N:6]=1, predict the reactants needed to synthesize it. The reactants are: [SH:1][C:2]1[S:3][C:4]2[CH:10]=[C:9]([C:11]#[N:12])[CH:8]=[CH:7][C:5]=2[N:6]=1.[Cl:13][C:14]1[CH:19]=[C:18]([N+:20]([O-:22])=[O:21])[CH:17]=[C:16]([Cl:23])[C:15]=1Cl.[H-].[Na+].